Dataset: Peptide-MHC class II binding affinity with 134,281 pairs from IEDB. Task: Regression. Given a peptide amino acid sequence and an MHC pseudo amino acid sequence, predict their binding affinity value. This is MHC class II binding data. (1) The peptide sequence is HGLDVKFHTQAFSAH. The binding affinity (normalized) is 0.415. The MHC is DRB1_0404 with pseudo-sequence DRB1_0404. (2) The peptide sequence is QRAAEPWRDDQRSRS. The MHC is HLA-DQA10101-DQB10501 with pseudo-sequence HLA-DQA10101-DQB10501. The binding affinity (normalized) is 0.215. (3) The peptide sequence is SQDLELSWNRNGLQAY. The MHC is HLA-DQA10301-DQB10302 with pseudo-sequence HLA-DQA10301-DQB10302. The binding affinity (normalized) is 0.335. (4) The binding affinity (normalized) is 0.103. The peptide sequence is TGGNSPVQEFTVPRT. The MHC is DRB1_0405 with pseudo-sequence DRB1_0405. (5) The peptide sequence is SMEYNCPNLSPREEP. The MHC is DRB4_0103 with pseudo-sequence DRB4_0103. The binding affinity (normalized) is 0.273. (6) The binding affinity (normalized) is 0.0341. The MHC is DRB1_1602 with pseudo-sequence DRB1_1602. The peptide sequence is AVDGRFAVPQILGDE.